From a dataset of Forward reaction prediction with 1.9M reactions from USPTO patents (1976-2016). Predict the product of the given reaction. (1) Given the reactants [Si:1]([O:8][CH2:9][CH2:10][N:11]([CH3:45])[C:12]([C:14]1[C:19]([O:20][CH2:21][C:22]2[CH:27]=[CH:26][CH:25]=[CH:24][CH:23]=2)=[C:18]([OH:28])[N:17]=[C:16]([CH2:29][C:30]2([C:35]3[C:44]4[C:39](=[CH:40][CH:41]=[CH:42][CH:43]=4)[CH:38]=[CH:37][CH:36]=3)[CH2:34][CH2:33][CH2:32][CH2:31]2)[N:15]=1)=[O:13])([C:4]([CH3:7])([CH3:6])[CH3:5])([CH3:3])[CH3:2].[CH2:46]([O:53][C:54]1C(C(O)=O)=NC(CC2(C3C4C(=CC=CC=4)C=CC=3)CCCC2)=NC=1O)C1C=CC=CC=1.[Si](OCCNC1COC1)(C(C)(C)C)(C)C, predict the reaction product. The product is: [Si:1]([O:8][CH2:9][CH2:10][N:11]([CH:45]1[CH2:54][O:53][CH2:46]1)[C:12]([C:14]1[C:19]([O:20][CH2:21][C:22]2[CH:23]=[CH:24][CH:25]=[CH:26][CH:27]=2)=[C:18]([OH:28])[N:17]=[C:16]([CH2:29][C:30]2([C:35]3[C:44]4[C:39](=[CH:40][CH:41]=[CH:42][CH:43]=4)[CH:38]=[CH:37][CH:36]=3)[CH2:31][CH2:32][CH2:33][CH2:34]2)[N:15]=1)=[O:13])([C:4]([CH3:6])([CH3:7])[CH3:5])([CH3:2])[CH3:3]. (2) Given the reactants Cl.Cl.[NH2:3][CH2:4][CH2:5][CH2:6][O:7][C:8]1[CH:43]=[CH:42][CH:41]=[CH:40][C:9]=1[CH2:10][NH:11][C:12](=[O:39])[NH:13][C:14]1[S:15][CH:16]=[C:17]([C:19]([NH:21][CH2:22][C:23]([NH:25][C@@H:26]([C:33]2[CH:34]=[N:35][CH:36]=[CH:37][CH:38]=2)[CH2:27][C:28]([O:30]CC)=[O:29])=[O:24])=[O:20])[N:18]=1.[OH-].[Na+].Cl, predict the reaction product. The product is: [NH2:3][CH2:4][CH2:5][CH2:6][O:7][C:8]1[CH:43]=[CH:42][CH:41]=[CH:40][C:9]=1[CH2:10][NH:11][C:12](=[O:39])[NH:13][C:14]1[S:15][CH:16]=[C:17]([C:19]([NH:21][CH2:22][C:23]([NH:25][C@@H:26]([C:33]2[CH:34]=[N:35][CH:36]=[CH:37][CH:38]=2)[CH2:27][C:28]([OH:30])=[O:29])=[O:24])=[O:20])[N:18]=1. (3) Given the reactants C(OC(=O)C(C1C2C(=CC=CC=2)NC=1)=O)C.[ClH:17].COC1C=CC(CNN)=CC=1.[CH3:29][O:30][C:31]1[CH:51]=[CH:50][C:34]([CH2:35][N:36]2[CH:48]=[C:47]3[C:38]([C:39](=O)[NH:40][C:41]4[CH:42]=[CH:43][CH:44]=[CH:45][C:46]=43)=[N:37]2)=[CH:33][CH:32]=1, predict the reaction product. The product is: [Cl:17][C:39]1[C:38]2=[N:37][N:36]([CH2:35][C:34]3[CH:50]=[CH:51][C:31]([O:30][CH3:29])=[CH:32][CH:33]=3)[CH:48]=[C:47]2[C:46]2[CH:45]=[CH:44][CH:43]=[CH:42][C:41]=2[N:40]=1. (4) Given the reactants ClC1C=CC(C([N:8]2[CH2:13][CH2:12][N:11]([C:14]([O:16][C:17]([CH3:20])([CH3:19])[CH3:18])=[O:15])[CH2:10][CH2:9]2)=O)=CC=1C#N.[OH:25][C:26]1[CH:34]=[CH:33][C:32]([I:35])=[CH:31][C:27]=1[C:28]([OH:30])=O, predict the reaction product. The product is: [OH:25][C:26]1[CH:34]=[CH:33][C:32]([I:35])=[CH:31][C:27]=1[C:28]([N:8]1[CH2:9][CH2:10][N:11]([C:14]([O:16][C:17]([CH3:20])([CH3:19])[CH3:18])=[O:15])[CH2:12][CH2:13]1)=[O:30].